Dataset: Catalyst prediction with 721,799 reactions and 888 catalyst types from USPTO. Task: Predict which catalyst facilitates the given reaction. (1) Reactant: [CH3:1][O:2][C:3]1[CH:12]=[C:7]([C:8](OC)=[O:9])[C:6]([NH2:13])=[CH:5][C:4]=1[O:14][CH2:15][CH2:16][CH2:17][N:18]1[CH2:23][CH2:22][CH2:21][CH2:20][CH2:19]1.[CH:24]([O-])([O-])OC.C([O-])(=O)C.[NH4+:33]. The catalyst class is: 5. Product: [CH3:1][O:2][C:3]1[CH:12]=[C:7]2[C:6](=[CH:5][C:4]=1[O:14][CH2:15][CH2:16][CH2:17][N:18]1[CH2:23][CH2:22][CH2:21][CH2:20][CH2:19]1)[N:13]=[CH:24][NH:33][C:8]2=[O:9]. (2) Reactant: [OH-].[Na+].[CH3:3][CH:4]([CH3:49])[CH2:5][N:6]1[C:18]2[CH:17]=[CH:16][C:15]([C:19]3[CH:20]=[CH:21][C:22]4[NH:23][C:24]5[C:29]([C:30]=4[CH:31]=3)=[CH:28][C:27]([C:32]3[CH:33]=[CH:34][C:35]4[N:36]([CH2:45][CH:46]([CH3:48])[CH3:47])[C:37]6[C:42]([C:43]=4[CH:44]=3)=[CH:41][CH:40]=[CH:39][CH:38]=6)=[CH:26][CH:25]=5)=[CH:14][C:13]=2[C:12]2[C:7]1=[CH:8][CH:9]=[CH:10][CH:11]=2.[CH2:50](Br)[CH:51]=[CH2:52]. Product: [CH3:3][CH:4]([CH3:49])[CH2:5][N:6]1[C:18]2[CH:17]=[CH:16][C:15]([C:19]3[CH:20]=[CH:21][C:22]4[N:23]([CH2:52][CH:51]=[CH2:50])[C:24]5[C:29]([C:30]=4[CH:31]=3)=[CH:28][C:27]([C:32]3[CH:33]=[CH:34][C:35]4[N:36]([CH2:45][CH:46]([CH3:48])[CH3:47])[C:37]6[C:42]([C:43]=4[CH:44]=3)=[CH:41][CH:40]=[CH:39][CH:38]=6)=[CH:26][CH:25]=5)=[CH:14][C:13]=2[C:12]2[C:7]1=[CH:8][CH:9]=[CH:10][CH:11]=2. The catalyst class is: 16. (3) Reactant: [Cl:1][C:2]1[CH:7]=[CH:6][C:5]([CH2:8]Cl)=[N+:4]([O-:10])[C:3]=1[C:11]([O:13][CH3:14])=[O:12].[CH3:15][O-:16].[Na+]. Product: [Cl:1][C:2]1[CH:7]=[CH:6][C:5]([CH2:8][O:16][CH3:15])=[N+:4]([O-:10])[C:3]=1[C:11]([O:13][CH3:14])=[O:12]. The catalyst class is: 125. (4) Reactant: [OH:1][C:2]1[CH:9]=[CH:8][C:5]([CH:6]=O)=[C:4]([CH3:10])[CH:3]=1.[NH:11]1[CH2:15][CH2:14][CH2:13][CH2:12]1.[BH-](OC(C)=O)(OC(C)=O)OC(C)=O.[Na+].OS([O-])(=O)=O.[Na+]. Product: [CH3:10][C:4]1[CH:3]=[C:2]([OH:1])[CH:9]=[CH:8][C:5]=1[CH2:6][N:11]1[CH2:15][CH2:14][CH2:13][CH2:12]1. The catalyst class is: 34. (5) Reactant: [Cl:1][C:2]1[CH:3]=[C:4]([NH2:20])[CH:5]=[C:6]([Cl:19])[C:7]=1[CH2:8][C:9]1[CH:10]=[N:11][C:12]2[C:17]([CH:18]=1)=[CH:16][CH:15]=[CH:14][CH:13]=2.[Cl:21][C:22]1[CH:27]=[C:26]([C:28]([F:31])([F:30])[F:29])[CH:25]=[CH:24][C:23]=1[S:32](Cl)(=[O:34])=[O:33]. Product: [Cl:21][C:22]1[CH:27]=[C:26]([C:28]([F:30])([F:29])[F:31])[CH:25]=[CH:24][C:23]=1[S:32]([NH:20][C:4]1[CH:5]=[C:6]([Cl:19])[C:7]([CH2:8][C:9]2[CH:10]=[N:11][C:12]3[C:17]([CH:18]=2)=[CH:16][CH:15]=[CH:14][CH:13]=3)=[C:2]([Cl:1])[CH:3]=1)(=[O:34])=[O:33]. The catalyst class is: 17. (6) Reactant: [CH:1]1([NH:4][C:5]([C:7]2[N:8]=[N:9][N:10]([C:26]3[CH:31]=[CH:30][C:29]([C:32]([NH:34][CH2:35][CH3:36])=[O:33])=[CH:28][CH:27]=3)[C:11]=2[CH2:12][CH2:13][CH2:14][N:15]2C(=O)C3C(=CC=CC=3)C2=O)=[O:6])[CH2:3][CH2:2]1.O.NN. Product: [NH2:15][CH2:14][CH2:13][CH2:12][C:11]1[N:10]([C:26]2[CH:27]=[CH:28][C:29]([C:32]([NH:34][CH2:35][CH3:36])=[O:33])=[CH:30][CH:31]=2)[N:9]=[N:8][C:7]=1[C:5]([NH:4][CH:1]1[CH2:3][CH2:2]1)=[O:6]. The catalyst class is: 8. (7) Reactant: [CH:1]1([C:7]([CH2:18][O:19][CH3:20])([CH2:10][O:11][CH:12]2[CH2:17][CH2:16][CH2:15][CH2:14][CH2:13]2)[CH2:8][OH:9])[CH2:6][CH2:5][CH2:4][CH2:3][CH2:2]1.[H-].[Na+].CI.[CH3:25]CCCCC.C(OCC)(=O)C. Product: [CH:1]1([C:7]([CH2:10][O:11][CH:12]2[CH2:13][CH2:14][CH2:15][CH2:16][CH2:17]2)([CH2:8][O:9][CH3:25])[CH2:18][O:19][CH3:20])[CH2:2][CH2:3][CH2:4][CH2:5][CH2:6]1. The catalyst class is: 1. (8) Reactant: [F:1][C:2]([F:39])([F:38])[C:3]1[CH:8]=[CH:7][C:6](/[CH:9]=[CH:10]/[C:11]2[O:12][CH:13]=[C:14]([CH2:16][O:17][C:18]3[CH:23]=[CH:22][C:21]([CH2:24][CH2:25][CH2:26][CH2:27][N:28]4[CH:32]=[CH:31][N:30]=[C:29]4[CH2:33][CH2:34][C:35](O)=[O:36])=[CH:20][CH:19]=3)[N:15]=2)=[CH:5][CH:4]=1.[NH:40]1[CH2:44][CH2:43][CH2:42][CH2:41]1.P(C#N)(OCC)(OCC)=O. Product: [F:38][C:2]([F:39])([F:1])[C:3]1[CH:4]=[CH:5][C:6](/[CH:9]=[CH:10]/[C:11]2[O:12][CH:13]=[C:14]([CH2:16][O:17][C:18]3[CH:23]=[CH:22][C:21]([CH2:24][CH2:25][CH2:26][CH2:27][N:28]4[CH:32]=[CH:31][N:30]=[C:29]4[CH2:33][CH2:34][C:35]([N:40]4[CH2:44][CH2:43][CH2:42][CH2:41]4)=[O:36])=[CH:20][CH:19]=3)[N:15]=2)=[CH:7][CH:8]=1. The catalyst class is: 66.